Dataset: Full USPTO retrosynthesis dataset with 1.9M reactions from patents (1976-2016). Task: Predict the reactants needed to synthesize the given product. (1) The reactants are: [CH3:1][C:2]1[CH:3]=[C:4]([CH3:14])[C:5]2[C:6]([C:10]=1[N+:11]([O-])=O)=[N:7][S:8][N:9]=2.S(S([O-])=O)([O-])=O.[Na+].[Na+]. Given the product [CH3:1][C:2]1[CH:3]=[C:4]([CH3:14])[C:5]2[C:6]([C:10]=1[NH2:11])=[N:7][S:8][N:9]=2, predict the reactants needed to synthesize it. (2) Given the product [CH2:20]([Mg:4][Br:3])[CH3:21].[O:17]1[CH2:18][CH2:19][CH2:20][CH2:21]1, predict the reactants needed to synthesize it. The reactants are: C([Br:3])C.[Mg:4].C12(C([O:17][CH2:18][CH2:19][CH2:20][CH3:21])=O)CC3CC(CC(C3)C1)C2. (3) Given the product [Br:17][CH2:18][CH2:19][CH2:20][O:10][C:5]1[CH:6]=[CH:7][CH:8]=[CH:9][C:4]=1[N+:1]([O-:3])=[O:2], predict the reactants needed to synthesize it. The reactants are: [N+:1]([C:4]1[CH:9]=[CH:8][CH:7]=[CH:6][C:5]=1[OH:10])([O-:3])=[O:2].C(=O)([O-])[O-].[Na+].[Na+].[Br:17][CH2:18][CH2:19][CH2:20]Br. (4) Given the product [CH2:1]([NH:3][C:4]1[CH:5]=[C:6]([C:10]2[CH:11]=[CH:12][C:13]([CH:16]=[C:22]3[S:18][C:19](=[O:24])[NH:20][C:21]3=[O:23])=[CH:14][CH:15]=2)[CH:7]=[CH:8][CH:9]=1)[CH3:2], predict the reactants needed to synthesize it. The reactants are: [CH2:1]([NH:3][C:4]1[CH:5]=[C:6]([C:10]2[CH:15]=[CH:14][C:13]([CH:16]=O)=[CH:12][CH:11]=2)[CH:7]=[CH:8][CH:9]=1)[CH3:2].[S:18]1[CH2:22][C:21](=[O:23])[NH:20][C:19]1=[O:24]. (5) Given the product [OH:1][C:2]1[CH:7]=[CH:6][C:5]([C:8](=[C:22]2[CH2:23][C:24]([CH3:31])([CH3:30])[CH2:25][C:26]([CH3:29])([CH3:28])[CH2:27]2)[C:9]2[CH:14]=[CH:13][C:12](/[CH:15]=[CH:16]/[C:17]([OH:19])=[O:18])=[CH:11][CH:10]=2)=[CH:4][CH:3]=1, predict the reactants needed to synthesize it. The reactants are: [OH:1][C:2]1[CH:7]=[CH:6][C:5]([C:8](=[C:22]2[CH2:27][C:26]([CH3:29])([CH3:28])[CH2:25][C:24]([CH3:31])([CH3:30])[CH2:23]2)[C:9]2[CH:14]=[CH:13][C:12](/[CH:15]=[CH:16]/[C:17]([O:19]CC)=[O:18])=[CH:11][CH:10]=2)=[CH:4][CH:3]=1.[OH-].[Na+].Cl.